This data is from hERG Central: cardiac toxicity at 1µM, 10µM, and general inhibition. The task is: Predict hERG channel inhibition at various concentrations. The drug is COc1ccc(CCn2c(=N)c(C(=O)NCCN3CCOCC3)cc3c(=O)n4ccccc4nc32)cc1. Results: hERG_inhib (hERG inhibition (general)): blocker.